This data is from Full USPTO retrosynthesis dataset with 1.9M reactions from patents (1976-2016). The task is: Predict the reactants needed to synthesize the given product. Given the product [Br:4][C:5]1[CH:10]=[CH:9][CH:8]=[CH:7][C:6]=1[C:11]1[CH:12]=[CH:13][CH:14]=[CH:15][C:16]=1[C:23]([OH:24])([CH3:25])[CH3:1], predict the reactants needed to synthesize it. The reactants are: [CH3:1][Mg]Br.[Br:4][C:5]1[CH:10]=[CH:9][CH:8]=[CH:7][C:6]=1[C:11]1[CH:16]=[CH:15][C:14](C(=O)C)=[CH:13][CH:12]=1.CCO[C:23]([CH3:25])=[O:24].